This data is from NCI-60 drug combinations with 297,098 pairs across 59 cell lines. The task is: Regression. Given two drug SMILES strings and cell line genomic features, predict the synergy score measuring deviation from expected non-interaction effect. (1) Drug 1: CC(C1=C(C=CC(=C1Cl)F)Cl)OC2=C(N=CC(=C2)C3=CN(N=C3)C4CCNCC4)N. Drug 2: CC(C)NC(=O)C1=CC=C(C=C1)CNNC.Cl. Cell line: SK-MEL-28. Synergy scores: CSS=-8.90, Synergy_ZIP=3.60, Synergy_Bliss=-0.436, Synergy_Loewe=-11.7, Synergy_HSA=-7.19. (2) Drug 1: C1CC(=O)NC(=O)C1N2CC3=C(C2=O)C=CC=C3N. Drug 2: CC1C(C(CC(O1)OC2CC(CC3=C2C(=C4C(=C3O)C(=O)C5=C(C4=O)C(=CC=C5)OC)O)(C(=O)CO)O)N)O.Cl. Cell line: HCC-2998. Synergy scores: CSS=37.9, Synergy_ZIP=5.99, Synergy_Bliss=7.20, Synergy_Loewe=-15.5, Synergy_HSA=-1.38. (3) Drug 1: C1=NC2=C(N1)C(=S)N=CN2. Drug 2: CC1=C(C(=O)C2=C(C1=O)N3CC4C(C3(C2COC(=O)N)OC)N4)N. Cell line: MOLT-4. Synergy scores: CSS=73.5, Synergy_ZIP=1.88, Synergy_Bliss=1.71, Synergy_Loewe=-2.48, Synergy_HSA=3.48. (4) Drug 1: CC(C1=C(C=CC(=C1Cl)F)Cl)OC2=C(N=CC(=C2)C3=CN(N=C3)C4CCNCC4)N. Drug 2: CC(C)NC(=O)C1=CC=C(C=C1)CNNC.Cl. Cell line: HS 578T. Synergy scores: CSS=-6.32, Synergy_ZIP=3.45, Synergy_Bliss=0.923, Synergy_Loewe=-7.30, Synergy_HSA=-5.18.